Dataset: Reaction yield outcomes from USPTO patents with 853,638 reactions. Task: Predict the reaction yield, written as a fraction of the theoretical maximum amount of product (1.0 means a 100% yield; for example, 0.34 means a 34% yield). (1) The reactants are [Br:1][C:2]1[CH:24]=[CH:23][C:5]2[N:6]=[C:7]([NH:9][C:10]3[CH:15]=[C:14]([CH2:16][O:17][CH3:18])[N:13]=[C:12](S(C)(=O)=O)[N:11]=3)[S:8][C:4]=2[CH:3]=1.C(N(C(C)C)CC)(C)C.[NH2:34][C@H:35]1[CH2:40][CH2:39][C@H:38]([OH:41])[CH2:37][CH2:36]1.O. The catalyst is O1CCOCC1. The product is [Br:1][C:2]1[CH:24]=[CH:23][C:5]2[N:6]=[C:7]([NH:9][C:10]3[CH:15]=[C:14]([CH2:16][O:17][CH3:18])[N:13]=[C:12]([NH:34][C@H:35]4[CH2:40][CH2:39][C@H:38]([OH:41])[CH2:37][CH2:36]4)[N:11]=3)[S:8][C:4]=2[CH:3]=1. The yield is 0.910. (2) The reactants are Cl[CH2:2][C:3]1[S:7][C:6]([C:8]2[NH:9][C:10]3[C:15]([CH:16]=2)=[CH:14][CH:13]=[CH:12][C:11]=3[N:17]([CH3:26])[S:18]([C:21]2[S:22][CH:23]=[CH:24][CH:25]=2)(=[O:20])=[O:19])=[N:5][CH:4]=1.C(N(CC)CC)C.Cl.[CH2:35]1[CH:39]2[CH2:40][NH:41][CH2:42][CH2:43][N:38]2[C:37](=[O:44])[O:36]1.CN(C)C=O. The catalyst is O. The product is [CH3:26][N:17]([C:11]1[CH:12]=[CH:13][CH:14]=[C:15]2[C:10]=1[NH:9][C:8]([C:6]1[S:7][C:3]([CH2:2][N:41]3[CH2:42][CH2:43][N:38]4[C:37](=[O:44])[O:36][CH2:35][CH:39]4[CH2:40]3)=[CH:4][N:5]=1)=[CH:16]2)[S:18]([C:21]1[S:22][CH:23]=[CH:24][CH:25]=1)(=[O:19])=[O:20]. The yield is 0.560.